This data is from Catalyst prediction with 721,799 reactions and 888 catalyst types from USPTO. The task is: Predict which catalyst facilitates the given reaction. Reactant: [CH3:1]C(C)([O-])C.[K+].O=[C:8]([CH3:22])[CH2:9][CH2:10][CH2:11][N:12]1[C:16]2[CH:17]=[CH:18][CH:19]=[CH:20][C:15]=2[O:14][C:13]1=[O:21]. Product: [CH3:1][C:8](=[CH2:22])[CH2:9][CH2:10][CH2:11][N:12]1[C:16]2[CH:17]=[CH:18][CH:19]=[CH:20][C:15]=2[O:14][C:13]1=[O:21]. The catalyst class is: 307.